Task: Predict the product of the given reaction.. Dataset: Forward reaction prediction with 1.9M reactions from USPTO patents (1976-2016) (1) Given the reactants [NH:1]1[C:5]2[CH:6]=[CH:7][CH:8]=[CH:9][C:4]=2[NH:3][C:2]1=[C:10]([C:21]([C:23]1[CH:28]=[CH:27][CH:26]=[C:25]([C@@H:29]2[CH2:33][O:32]C(C)(C)[O:30]2)[C:24]=1[F:36])=[O:22])[C:11]([C:13]1[CH:14]=[C:15]([CH:18]=[CH:19][CH:20]=1)[C:16]#[N:17])=[O:12], predict the reaction product. The product is: [NH:1]1[C:5]2[CH:6]=[CH:7][CH:8]=[CH:9][C:4]=2[NH:3][C:2]1=[C:10]([C:21]([C:23]1[CH:28]=[CH:27][CH:26]=[C:25]([C@@H:29]([OH:30])[CH2:33][OH:32])[C:24]=1[F:36])=[O:22])[C:11]([C:13]1[CH:14]=[C:15]([CH:18]=[CH:19][CH:20]=1)[C:16]#[N:17])=[O:12]. (2) Given the reactants [OH:1][CH2:2][C:3]([CH3:8])([CH3:7])[C:4]([OH:6])=O.[Cl:9][C:10]1[CH:11]=[C:12]([NH:24][C:25]2[C:34]3[C:29](=[CH:30][CH:31]=[CH:32][C:33]=3[O:35][CH2:36][CH2:37][NH:38][CH3:39])[N:28]=[CH:27][N:26]=2)[CH:13]=[CH:14][C:15]=1[O:16][CH2:17][C:18]1[CH:23]=[CH:22][CH:21]=[CH:20][N:19]=1, predict the reaction product. The product is: [Cl:9][C:10]1[CH:11]=[C:12]([NH:24][C:25]2[C:34]3[C:29](=[CH:30][CH:31]=[CH:32][C:33]=3[O:35][CH2:36][CH2:37][N:38]([CH3:39])[C:4](=[O:6])[C:3]([CH3:8])([CH3:7])[CH2:2][OH:1])[N:28]=[CH:27][N:26]=2)[CH:13]=[CH:14][C:15]=1[O:16][CH2:17][C:18]1[CH:23]=[CH:22][CH:21]=[CH:20][N:19]=1.